From a dataset of Forward reaction prediction with 1.9M reactions from USPTO patents (1976-2016). Predict the product of the given reaction. Given the reactants [CH3:1][O:2][C:3]1[CH:4]=[C:5]2[C:9](=[CH:10][CH:11]=1)[NH:8][C:7]([C:12]([OH:14])=O)=[CH:6]2.C[N:16](C)C=O.C(Cl)(=O)C(Cl)=O.[OH-].[NH4+], predict the reaction product. The product is: [CH3:1][O:2][C:3]1[CH:4]=[C:5]2[C:9](=[CH:10][CH:11]=1)[NH:8][C:7]([C:12]([NH2:16])=[O:14])=[CH:6]2.